Task: Predict which catalyst facilitates the given reaction.. Dataset: Catalyst prediction with 721,799 reactions and 888 catalyst types from USPTO (1) Reactant: C=C[C@@H]1[C@@H]2C[C@H]([C@@H]([OH:22])C3C4C(=CC=CC=4)N=CC=3)N(CC2)C1.N1C=CC=CC=1.[CH3:29][NH:30][C:31]([C:33]1[CH:42]=[CH:41][C:40]2[C:35](=[CH:36][CH:37]=[C:38]([C:43]([C:45]3[N:46]=[CH:47][N:48]([C:50]([C:63]4[CH:68]=[CH:67][CH:66]=[CH:65][CH:64]=4)([C:57]4[CH:62]=[CH:61][CH:60]=[CH:59][CH:58]=4)[C:51]4[CH:56]=[CH:55][CH:54]=[CH:53][CH:52]=4)[CH:49]=3)=[O:44])[CH:39]=2)[CH:34]=1)=[O:32].Cl.[O:70]1[CH2:74]C[CH2:72][CH2:71]1. Product: [OH:44][C@@:43]([C:38]1[CH:37]=[CH:36][C:35]2[C:40](=[CH:41][CH:42]=[C:33]([C:31]([NH:30][CH3:29])=[O:32])[CH:34]=2)[CH:39]=1)([C:45]1[N:46]=[CH:47][N:48]([C:50]([C:51]2[CH:56]=[CH:55][CH:54]=[CH:53][CH:52]=2)([C:57]2[CH:58]=[CH:59][CH:60]=[CH:61][CH:62]=2)[C:63]2[CH:68]=[CH:67][CH:66]=[CH:65][CH:64]=2)[CH:49]=1)[CH2:72][C:71]([O:70][CH3:74])=[O:22]. The catalyst class is: 13. (2) Product: [NH2:6][C:14]1[N:19]=[C:18]2[N:20]([C@@H:24]([C:26]3[CH:27]=[N:28][CH:29]=[CH:30][CH:31]=3)[CH3:25])[C:21](=[O:23])[NH:22][C:17]2=[CH:16][CH:15]=1. Reactant: COC1C=C(OC)C=CC=1C[N:6]([C:14]1[N:19]=[C:18]2[N:20]([C@@H:24]([C:26]3[CH:27]=[N:28][CH:29]=[CH:30][CH:31]=3)[CH3:25])[C:21](=[O:23])[NH:22][C:17]2=[CH:16][CH:15]=1)C(=O)OC(C)(C)C.C(O)(C(F)(F)F)=O.C([SiH](CC)CC)C. The catalyst class is: 2. (3) Reactant: [CH:1]1([C:9]([O:11]CC)=[O:10])[C:3]2([CH2:8][CH2:7][CH2:6][CH2:5][CH2:4]2)[CH2:2]1.[OH-].[Na+]. Product: [CH:1]1([C:9]([OH:11])=[O:10])[C:3]2([CH2:8][CH2:7][CH2:6][CH2:5][CH2:4]2)[CH2:2]1. The catalyst class is: 6. (4) Reactant: Cl[CH2:2][CH2:3][CH2:4][CH2:5][N:6]1[C:10]2[CH:11]=[CH:12][CH:13]=[CH:14][C:9]=2[N:8]=[CH:7]1.[O:15]1[CH:19]=[CH:18][CH:17]=[C:16]1[N:20]1[CH2:25][CH2:24][NH:23][CH2:22][CH2:21]1.C(N(C(C)C)CC)(C)C.[I-].[K+]. Product: [O:15]1[CH:19]=[CH:18][CH:17]=[C:16]1[N:20]1[CH2:21][CH2:22][N:23]([CH2:2][CH2:3][CH2:4][CH2:5][N:6]2[C:10]3[CH:11]=[CH:12][CH:13]=[CH:14][C:9]=3[N:8]=[CH:7]2)[CH2:24][CH2:25]1. The catalyst class is: 10. (5) Reactant: [Cl:1][C:2]1[C:3]([F:23])=[C:4]([CH:20]=[CH:21][CH:22]=1)[O:5][C:6]1[CH2:10][N:9]([C@@H:11]([CH2:15][CH:16]([CH3:18])[CH3:17])[C:12]([OH:14])=O)[C:8](=[O:19])[CH:7]=1.CN(C)CCCN=C=NCC.ON1C2C=CC=CC=2N=N1.[CH3:45][C:46]1([CH3:58])[O:50][C@H:49]([CH2:51][N:52]2[CH:56]=[CH:55][C:54]([NH2:57])=[N:53]2)[CH2:48][O:47]1. Product: [CH3:45][C:46]1([CH3:58])[O:50][C@H:49]([CH2:51][N:52]2[CH:56]=[CH:55][C:54]([NH:57][C:12](=[O:14])[C@@H:11]([N:9]3[CH2:10][C:6]([O:5][C:4]4[CH:20]=[CH:21][CH:22]=[C:2]([Cl:1])[C:3]=4[F:23])=[CH:7][C:8]3=[O:19])[CH2:15][CH:16]([CH3:18])[CH3:17])=[N:53]2)[CH2:48][O:47]1. The catalyst class is: 4. (6) Reactant: [NH2:1][C:2]([NH2:4])=[S:3].Br[CH2:6][C:7](=O)[C:8]([F:11])([F:10])[F:9].C(C1N=C(NC(NC2C=CC(OC)=CC=2C)=O)SC=1)C.COC1C=CC(N=C=O)=C(C)C=1. Product: [F:9][C:8]([F:11])([F:10])[C:7]1[N:1]=[C:2]([NH2:4])[S:3][CH:6]=1. The catalyst class is: 251.